Dataset: Peptide-MHC class I binding affinity with 185,985 pairs from IEDB/IMGT. Task: Regression. Given a peptide amino acid sequence and an MHC pseudo amino acid sequence, predict their binding affinity value. This is MHC class I binding data. (1) The peptide sequence is VTLFSAHL. The MHC is H-2-Db with pseudo-sequence H-2-Db. The binding affinity (normalized) is 0.0107. (2) The peptide sequence is GGPLLCPA. The MHC is Mamu-A01 with pseudo-sequence Mamu-A01. The binding affinity (normalized) is 0. (3) The peptide sequence is ISIIVLFQR. The MHC is HLA-B53:01 with pseudo-sequence HLA-B53:01. The binding affinity (normalized) is 0.0780. (4) The peptide sequence is ISLEAGQRF. The MHC is HLA-A31:01 with pseudo-sequence HLA-A31:01. The binding affinity (normalized) is 0.0847. (5) The peptide sequence is YMLSWGKEA. The MHC is HLA-A26:01 with pseudo-sequence HLA-A26:01. The binding affinity (normalized) is 0.0847. (6) The peptide sequence is YPAEITLTW. The MHC is HLA-B58:01 with pseudo-sequence HLA-B58:01. The binding affinity (normalized) is 0.630. (7) The peptide sequence is AMIKNLDFI. The MHC is H-2-Kb with pseudo-sequence H-2-Kb. The binding affinity (normalized) is 0.0735.